This data is from Forward reaction prediction with 1.9M reactions from USPTO patents (1976-2016). The task is: Predict the product of the given reaction. (1) Given the reactants [F:1][C:2]1[CH:11]=[C:10]2[C:5]([CH:6]=[C:7]([Sn](CCCC)(CCCC)CCCC)[C:8](=[O:12])[O:9]2)=[CH:4][CH:3]=1.I[C:27]1[N:28]=[CH:29][NH:30][CH:31]=1, predict the reaction product. The product is: [F:1][C:2]1[CH:11]=[C:10]2[C:5]([CH:6]=[C:7]([C:27]3[N:28]=[CH:29][NH:30][CH:31]=3)[C:8](=[O:12])[O:9]2)=[CH:4][CH:3]=1. (2) The product is: [F:1][C:2]1[CH:3]=[C:4]([CH:5]=[CH:6][CH:7]=1)[CH2:8][C:9]1[CH:18]=[C:17]([O:19][CH3:20])[CH:16]=[CH:15][C:10]=1[C:11]([NH:13][CH3:14])=[O:12]. Given the reactants [F:1][C:2]1[CH:3]=[C:4]([CH:8](O)[C:9]2[CH:18]=[C:17]([O:19][CH3:20])[CH:16]=[CH:15][C:10]=2[C:11]([NH:13][CH3:14])=[O:12])[CH:5]=[CH:6][CH:7]=1, predict the reaction product.